Dataset: NCI-60 drug combinations with 297,098 pairs across 59 cell lines. Task: Regression. Given two drug SMILES strings and cell line genomic features, predict the synergy score measuring deviation from expected non-interaction effect. (1) Drug 1: CC1=CC=C(C=C1)C2=CC(=NN2C3=CC=C(C=C3)S(=O)(=O)N)C(F)(F)F. Drug 2: COC1=NC(=NC2=C1N=CN2C3C(C(C(O3)CO)O)O)N. Cell line: SK-MEL-28. Synergy scores: CSS=1.15, Synergy_ZIP=0.701, Synergy_Bliss=1.83, Synergy_Loewe=-2.21, Synergy_HSA=-1.71. (2) Drug 1: C1CCC(C1)C(CC#N)N2C=C(C=N2)C3=C4C=CNC4=NC=N3. Drug 2: CC1CCC2CC(C(=CC=CC=CC(CC(C(=O)C(C(C(=CC(C(=O)CC(OC(=O)C3CCCCN3C(=O)C(=O)C1(O2)O)C(C)CC4CCC(C(C4)OC)O)C)C)O)OC)C)C)C)OC. Cell line: SK-MEL-28. Synergy scores: CSS=17.6, Synergy_ZIP=4.65, Synergy_Bliss=4.60, Synergy_Loewe=-7.79, Synergy_HSA=0.967. (3) Drug 1: CC12CCC3C(C1CCC2=O)CC(=C)C4=CC(=O)C=CC34C. Drug 2: COC1=CC(=CC(=C1O)OC)C2C3C(COC3=O)C(C4=CC5=C(C=C24)OCO5)OC6C(C(C7C(O6)COC(O7)C8=CC=CS8)O)O. Cell line: TK-10. Synergy scores: CSS=47.9, Synergy_ZIP=-1.49, Synergy_Bliss=-0.0370, Synergy_Loewe=1.94, Synergy_HSA=2.36.